Task: Predict the product of the given reaction.. Dataset: Forward reaction prediction with 1.9M reactions from USPTO patents (1976-2016) (1) Given the reactants [F:1][C:2]1[CH:3]=[C:4](I)[C:5]([NH2:8])=[N:6][CH:7]=1.[CH3:10][Si:11]([C:14]#[CH:15])([CH3:13])[CH3:12].C(N(CC)CC)C, predict the reaction product. The product is: [F:1][C:2]1[CH:3]=[C:4]([C:15]#[C:14][Si:11]([CH3:13])([CH3:12])[CH3:10])[C:5]([NH2:8])=[N:6][CH:7]=1. (2) Given the reactants [C:1]([CH:3]([CH2:8][C:9]([C:11]1[CH:16]=[CH:15][C:14]([CH:17]2[CH2:22][CH2:21][CH2:20][CH2:19][CH2:18]2)=[CH:13][CH:12]=1)=O)[C:4]([O:6][CH3:7])=[O:5])#[N:2].O1CCOCC1.[ClH:29], predict the reaction product. The product is: [Cl:29][C:1]1[NH:2][C:9]([C:11]2[CH:16]=[CH:15][C:14]([CH:17]3[CH2:22][CH2:21][CH2:20][CH2:19][CH2:18]3)=[CH:13][CH:12]=2)=[CH:8][C:3]=1[C:4]([O:6][CH3:7])=[O:5]. (3) Given the reactants [C:1]([S:4][CH:5]([CH:10]1[CH2:19][CH2:18][C:13]2([O:17][CH2:16][CH2:15][O:14]2)[CH2:12][CH2:11]1)[C:6]([O:8][CH3:9])=[O:7])(=O)[CH3:2].C[O-].[Na+].[F:23][C:24]([F:29])([F:28])CCI.O, predict the reaction product. The product is: [O:17]1[C:13]2([CH2:18][CH2:19][CH:10]([CH:5]([S:4][CH2:1][CH2:2][C:24]([F:29])([F:28])[F:23])[C:6]([O:8][CH3:9])=[O:7])[CH2:11][CH2:12]2)[O:14][CH2:15][CH2:16]1. (4) The product is: [C:33](=[O:35])([S:36][CH2:14][CH2:13][C@H:10]1[C:9]2[CH:16]=[CH:17][C:6]([O:5][CH2:4][C:3]3[CH:18]=[CH:19][C:20]([Cl:22])=[CH:21][C:2]=3[Cl:1])=[CH:7][C:8]=2[O:12][CH2:11]1)[CH3:34]. Given the reactants [Cl:1][C:2]1[CH:21]=[C:20]([Cl:22])[CH:19]=[CH:18][C:3]=1[CH2:4][O:5][C:6]1[CH:17]=[CH:16][C:9]2[C@H:10]([CH2:13][CH2:14]O)[CH2:11][O:12][C:8]=2[CH:7]=1.C1COCC1.CS(Cl)(=O)=O.[C:33](=[S:36])([O-:35])[CH3:34].[K+], predict the reaction product. (5) Given the reactants [N:1]1([CH2:6][CH2:7][CH2:8][O:9][C:10]2[CH:15]=[CH:14][C:13]([N:16]3[C:24]4[C:19](=[CH:20][CH:21]=[CH:22][CH:23]=4)[CH:18]=[C:17]3[CH2:25][OH:26])=[CH:12][CH:11]=2)[CH2:5][CH2:4][CH2:3][CH2:2]1.[CH3:27]O, predict the reaction product. The product is: [CH3:27][O:26][CH2:25][C:17]1[N:16]([C:13]2[CH:12]=[CH:11][C:10]([O:9][CH2:8][CH2:7][CH2:6][N:1]3[CH2:5][CH2:4][CH2:3][CH2:2]3)=[CH:15][CH:14]=2)[C:24]2[C:19]([CH:18]=1)=[CH:20][CH:21]=[CH:22][CH:23]=2. (6) Given the reactants [OH:1][CH:2]([CH3:10])/[CH:3]=[CH:4]/[C:5]([O:7][CH2:8][CH3:9])=[O:6].N1C=CC=CC=1.[Cl:17][CH2:18][C:19](Cl)=[O:20], predict the reaction product. The product is: [Cl:17][CH2:18][C:19]([O:1][CH:2]([CH3:10])/[CH:3]=[CH:4]/[C:5]([O:7][CH2:8][CH3:9])=[O:6])=[O:20].